From a dataset of Forward reaction prediction with 1.9M reactions from USPTO patents (1976-2016). Predict the product of the given reaction. (1) The product is: [C:15]([O:14][C:12]([N:11]([CH3:19])[N:10]1[C:4]2[C:5](=[CH:25][C:26]([I:30])=[CH:27][C:28]=2[F:29])[C:6](=[O:7])[C:8]([C:20]([O:22][CH2:23][CH3:24])=[O:21])=[CH:9]1)=[O:13])([CH3:18])([CH3:17])[CH3:16]. Given the reactants [H-].[Na+].F[C:4]1[C:28]([F:29])=[CH:27][C:26]([I:30])=[CH:25][C:5]=1[C:6]([C:8]([C:20]([O:22][CH2:23][CH3:24])=[O:21])=[CH:9][NH:10][N:11]([CH3:19])[C:12]([O:14][C:15]([CH3:18])([CH3:17])[CH3:16])=[O:13])=[O:7], predict the reaction product. (2) Given the reactants Cl[C:2]1[C:3]([NH2:9])=[N:4][CH:5]=[N:6][C:7]=1Cl.C(O[C:15](=[O:20])[NH:16][CH2:17][CH2:18][NH2:19])(C)(C)C.[O:21]([C:28]1[CH:33]=[CH:32][C:31](B(O)O)=[CH:30][CH:29]=1)[C:22]1[CH:27]=[CH:26][CH:25]=[CH:24][CH:23]=1.[C:37](Cl)(=O)[CH:38]=C, predict the reaction product. The product is: [NH2:9][C:3]1[N:4]=[CH:5][N:6]=[C:7]([NH:19][CH2:18][CH2:17][NH:16][C:15](=[O:20])[CH:37]=[CH2:38])[C:2]=1[C:25]1[CH:26]=[CH:27][C:22]([O:21][C:28]2[CH:33]=[CH:32][CH:31]=[CH:30][CH:29]=2)=[CH:23][CH:24]=1.